Dataset: Full USPTO retrosynthesis dataset with 1.9M reactions from patents (1976-2016). Task: Predict the reactants needed to synthesize the given product. (1) Given the product [N:31]1[C:40]2[C:35](=[CH:36][N:37]=[CH:38][CH:39]=2)[C:34]([NH:41][C:17]([CH:14]2[CH2:13][CH2:12][N:11]([C:6]3[CH:7]=[CH:8][CH:9]=[C:10]4[C:5]=3[CH:4]=[CH:3][N:2]=[CH:1]4)[CH2:16][CH2:15]2)=[O:19])=[CH:33][CH:32]=1, predict the reactants needed to synthesize it. The reactants are: [CH:1]1[C:10]2[C:5](=[C:6]([N:11]3[CH2:16][CH2:15][CH:14]([C:17]([OH:19])=O)[CH2:13][CH2:12]3)[CH:7]=[CH:8][CH:9]=2)[CH:4]=[CH:3][N:2]=1.BrC1C=CC=C2C=1C=CN=C2.[N:31]1[C:40]2[C:35](=[CH:36][N:37]=[CH:38][CH:39]=2)[C:34]([NH2:41])=[CH:33][CH:32]=1. (2) Given the product [C:1]1([C:7]2[N:8]=[C:9]([CH2:12][N:14]([CH2:49][CH2:50][CH3:51])[C:15]3[CH:34]=[CH:33][C:18]([CH2:19][O:20][C:21]4[CH:26]=[CH:25][C:24]([CH2:27][CH2:28][C:29]([O:31][CH3:32])=[O:30])=[CH:23][CH:22]=4)=[CH:17][CH:16]=3)[S:10][CH:11]=2)[CH:2]=[CH:3][CH:4]=[CH:5][CH:6]=1, predict the reactants needed to synthesize it. The reactants are: [C:1]1([C:7]2[N:8]=[C:9]([CH:12]=O)[S:10][CH:11]=2)[CH:6]=[CH:5][CH:4]=[CH:3][CH:2]=1.[NH2:14][C:15]1[CH:34]=[CH:33][C:18]([CH2:19][O:20][C:21]2[CH:26]=[CH:25][C:24]([CH2:27][CH2:28][C:29]([O:31][CH3:32])=[O:30])=[CH:23][CH:22]=2)=[CH:17][CH:16]=1.C(O[BH-](OC(=O)C)OC(=O)C)(=O)C.[Na+].[CH:49](=O)[CH2:50][CH3:51]. (3) Given the product [N:28]1[CH:29]=[CH:30][N:31]2[CH:36]=[C:35]([C:2]3[N:11]=[C:10]([NH:12][CH2:13][CH:14]([N:21]4[CH2:26][CH2:25][N:24]([CH3:27])[CH2:23][CH2:22]4)[C:15]4[CH:20]=[CH:19][CH:18]=[CH:17][CH:16]=4)[C:9]4[C:4](=[CH:5][CH:6]=[CH:7][CH:8]=4)[N:3]=3)[CH:34]=[CH:33][C:32]=12, predict the reactants needed to synthesize it. The reactants are: Cl[C:2]1[N:11]=[C:10]([NH:12][CH2:13][CH:14]([N:21]2[CH2:26][CH2:25][N:24]([CH3:27])[CH2:23][CH2:22]2)[C:15]2[CH:20]=[CH:19][CH:18]=[CH:17][CH:16]=2)[C:9]2[C:4](=[CH:5][CH:6]=[CH:7][CH:8]=2)[N:3]=1.[N:28]1[CH:29]=[CH:30][N:31]2[CH:36]=[C:35](B(O)O)[CH:34]=[CH:33][C:32]=12.N1C=CN2C=C(C3N=C(NCC(C4C=CC=CC=4)C4NC=CC=4)C4C(=CC=CC=4)N=3)C=CC=12.